Dataset: Peptide-MHC class II binding affinity with 134,281 pairs from IEDB. Task: Regression. Given a peptide amino acid sequence and an MHC pseudo amino acid sequence, predict their binding affinity value. This is MHC class II binding data. (1) The peptide sequence is SGRKAQGKTLGVNMV. The MHC is H-2-IAb with pseudo-sequence H-2-IAb. The binding affinity (normalized) is 0.140. (2) The peptide sequence is VEFVTNMGIIIPDFA. The MHC is HLA-DQA10101-DQB10501 with pseudo-sequence HLA-DQA10101-DQB10501. The binding affinity (normalized) is 0.498. (3) The peptide sequence is GELQIVDPIDAAFKI. The MHC is DRB1_0802 with pseudo-sequence DRB1_0802. The binding affinity (normalized) is 0.409. (4) The binding affinity (normalized) is 0.911. The peptide sequence is APEVKYTVFETKLKK. The MHC is HLA-DPA10201-DPB10101 with pseudo-sequence HLA-DPA10201-DPB10101. (5) The peptide sequence is YKRQLMNILGAVYRY. The MHC is HLA-DPA10103-DPB10401 with pseudo-sequence HLA-DPA10103-DPB10401. The binding affinity (normalized) is 0.410. (6) The peptide sequence is GGRLAFQEFMIVPSG. The MHC is HLA-DQA10102-DQB10502 with pseudo-sequence HLA-DQA10102-DQB10502. The binding affinity (normalized) is 0.214. (7) The peptide sequence is PELQIVDKIDAAFKI. The MHC is DRB1_0401 with pseudo-sequence DRB1_0401. The binding affinity (normalized) is 0.553. (8) The peptide sequence is MIRIIAQGPKATFEA. The MHC is HLA-DQA10401-DQB10402 with pseudo-sequence HLA-DQA10401-DQB10402. The binding affinity (normalized) is 0.150. (9) The peptide sequence is TISNNLFFNHHKVML. The MHC is HLA-DQA10501-DQB10201 with pseudo-sequence HLA-DQA10501-DQB10201. The binding affinity (normalized) is 0.